From a dataset of Reaction yield outcomes from USPTO patents with 853,638 reactions. Predict the reaction yield, written as a fraction of the theoretical maximum amount of product (1.0 means a 100% yield; for example, 0.34 means a 34% yield). (1) The reactants are [NH2:1][C:2]1[CH:3]=[CH:4][CH:5]=[C:6]2[C:10]=1[NH:9][C:8]([C:11]([O:13][CH2:14][CH3:15])=[O:12])=[CH:7]2.[CH3:16][O:17][C:18]([C:20]1[S:21][CH:22]=[CH:23][C:24]=1[S:25](Cl)(=[O:27])=[O:26])=[O:19]. The catalyst is N1C=CC=CC=1. The product is [CH3:16][O:17][C:18]([C:20]1[S:21][CH:22]=[CH:23][C:24]=1[S:25]([NH:1][C:2]1[CH:3]=[CH:4][CH:5]=[C:6]2[C:10]=1[NH:9][C:8]([C:11]([O:13][CH2:14][CH3:15])=[O:12])=[CH:7]2)(=[O:27])=[O:26])=[O:19]. The yield is 0.920. (2) The reactants are [N:1]1([C:7]2[CH:14]=[C:13]([C:15]([F:18])([F:17])[F:16])[CH:12]=[CH:11][C:8]=2[CH:9]=O)[CH2:6][CH2:5][O:4][CH2:3][CH2:2]1.[N:19]1([C:25]([O:27][C:28]([CH3:31])([CH3:30])[CH3:29])=[O:26])[CH2:24][CH2:23][NH:22][CH2:21][CH2:20]1.C(O[BH-](OC(=O)C)OC(=O)C)(=O)C.[Na+]. The catalyst is ClCCl. The product is [N:1]1([C:7]2[CH:14]=[C:13]([C:15]([F:18])([F:17])[F:16])[CH:12]=[CH:11][C:8]=2[CH2:9][N:22]2[CH2:21][CH2:20][N:19]([C:25]([O:27][C:28]([CH3:31])([CH3:30])[CH3:29])=[O:26])[CH2:24][CH2:23]2)[CH2:6][CH2:5][O:4][CH2:3][CH2:2]1. The yield is 0.780. (3) The reactants are [OH:1][C@@H:2]([C@@H:4]([CH:18]=[CH2:19])[C:5]([N:7]1[C@H:11]([CH:12]([CH3:14])[CH3:13])[C:10]([CH3:16])([CH3:15])[O:9][C:8]1=[O:17])=[O:6])[CH3:3].N1C=CN=C1.[Si:25](Cl)([C:28]([CH3:31])([CH3:30])[CH3:29])([CH3:27])[CH3:26]. The catalyst is CN(C)C=O. The product is [C:28]([Si:25]([CH3:27])([CH3:26])[O:1][C@@H:2]([C@@H:4]([CH:18]=[CH2:19])[C:5]([N:7]1[C@H:11]([CH:12]([CH3:13])[CH3:14])[C:10]([CH3:16])([CH3:15])[O:9][C:8]1=[O:17])=[O:6])[CH3:3])([CH3:31])([CH3:30])[CH3:29]. The yield is 0.860. (4) The reactants are [C:1]1([C:7]2[CH:11]=[C:10]([C:12]([O:14][CH2:15][CH3:16])=[O:13])[NH:9][N:8]=2)[CH:6]=[CH:5][CH:4]=[CH:3][CH:2]=1.[Cl:17][C:18]1[CH:25]=[C:24]([Cl:26])[CH:23]=[CH:22][C:19]=1[CH2:20]Cl.C(=O)([O-])[O-].[K+].[K+]. The catalyst is CN(C)C=O. The product is [Cl:17][C:18]1[CH:25]=[C:24]([Cl:26])[CH:23]=[CH:22][C:19]=1[CH2:20][N:9]1[C:10]([C:12]([O:14][CH2:15][CH3:16])=[O:13])=[CH:11][C:7]([C:1]2[CH:2]=[CH:3][CH:4]=[CH:5][CH:6]=2)=[N:8]1. The yield is 0.500. (5) The yield is 0.850. The reactants are O[C:2]1([C:16]2[CH:21]=[CH:20][CH:19]=[C:18]([O:22][CH3:23])[CH:17]=2)[C:5](=[O:6])[C:4]([C:7]2[CH:12]=[CH:11][CH:10]=[C:9]([O:13][CH3:14])[CH:8]=2)=[C:3]1[CH3:15].C([SiH](CC)CC)C.C(O)(C(F)(F)F)=O. The catalyst is C(Cl)Cl. The product is [CH3:15][C:3]1[CH:2]([C:16]2[CH:21]=[CH:20][CH:19]=[C:18]([O:22][CH3:23])[CH:17]=2)[C:5](=[O:6])[C:4]=1[C:7]1[CH:12]=[CH:11][CH:10]=[C:9]([O:13][CH3:14])[CH:8]=1. (6) The reactants are [C:1]([C:5]1[CH:10]=[C:9]([C:11]([F:14])([F:13])[F:12])[C:8]([N+:15]([O-])=O)=[CH:7][C:6]=1[O:18]CC1C=CC=CC=1)([CH3:4])([CH3:3])[CH3:2].C([O-])=O.[NH4+]. The product is [NH2:15][C:8]1[C:9]([C:11]([F:12])([F:13])[F:14])=[CH:10][C:5]([C:1]([CH3:2])([CH3:3])[CH3:4])=[C:6]([OH:18])[CH:7]=1. The yield is 0.520. The catalyst is CCO.[Pd]. (7) The reactants are C([O:8][C:9](=[O:46])[CH2:10][C@H:11]([NH:23][C:24](=[O:45])[C@@H:25]([NH:34][C:35](=[O:44])[C:36]1[CH:41]=[CH:40][CH:39]=[C:38]([O:42][CH3:43])[CH:37]=1)[CH2:26][CH2:27][CH:28]1[CH2:33][CH2:32][CH2:31][CH2:30][CH2:29]1)[CH2:12][N:13]1[C:21]2[C:16](=[CH:17][C:18]([F:22])=[CH:19][CH:20]=2)[CH2:15][CH2:14]1)C1C=CC=CC=1.CO.[H][H]. The catalyst is [Pd].C1COCC1. The product is [CH:28]1([CH2:27][CH2:26][C@H:25]([NH:34][C:35](=[O:44])[C:36]2[CH:41]=[CH:40][CH:39]=[C:38]([O:42][CH3:43])[CH:37]=2)[C:24]([NH:23][C@H:11]([CH2:12][N:13]2[C:21]3[C:16](=[CH:17][C:18]([F:22])=[CH:19][CH:20]=3)[CH2:15][CH2:14]2)[CH2:10][C:9]([OH:46])=[O:8])=[O:45])[CH2:29][CH2:30][CH2:31][CH2:32][CH2:33]1. The yield is 0.950.